This data is from Forward reaction prediction with 1.9M reactions from USPTO patents (1976-2016). The task is: Predict the product of the given reaction. (1) Given the reactants [Cl:1][C:2]1[CH:3]=[C:4]([NH:9][C:10]2[C:19]3[C:14](=[CH:15][N:16]=[C:17](F)[CH:18]=3)[N:13]=[CH:12][C:11]=2[C:21]#[N:22])[CH:5]=[CH:6][C:7]=1[F:8].[NH2:23][CH2:24][CH2:25][CH2:26][OH:27], predict the reaction product. The product is: [Cl:1][C:2]1[CH:3]=[C:4]([NH:9][C:10]2[C:19]3[C:14](=[CH:15][N:16]=[C:17]([NH:23][CH2:24][CH2:25][CH2:26][OH:27])[CH:18]=3)[N:13]=[CH:12][C:11]=2[C:21]#[N:22])[CH:5]=[CH:6][C:7]=1[F:8]. (2) The product is: [C:1]([N:5]([CH2:24][C:25]([F:28])([F:26])[F:27])[S:6]([C:9]1[CH:14]=[CH:13][C:12]([C:30]2[C:31]([Cl:47])=[CH:32][C:33]([NH:40][C:41]3[N:45]=[C:44]([NH2:46])[NH:43][N:42]=3)=[CH:34][C:35]=2[C:36]([F:38])([F:39])[F:37])=[CH:11][CH:10]=1)(=[O:8])=[O:7])([CH3:2])([CH3:4])[CH3:3]. Given the reactants [C:1]([N:5]([CH2:24][C:25]([F:28])([F:27])[F:26])[S:6]([C:9]1[CH:14]=[CH:13][C:12](B2OC(C)(C)C(C)(C)O2)=[CH:11][CH:10]=1)(=[O:8])=[O:7])([CH3:4])([CH3:3])[CH3:2].Br[C:30]1[C:35]([C:36]([F:39])([F:38])[F:37])=[CH:34][C:33]([NH:40][C:41]2[N:45]=[C:44]([NH2:46])[NH:43][N:42]=2)=[CH:32][C:31]=1[Cl:47].CN1C(C)(C)CC(SC2C=CC(B3OC(C)(C)C(C)(C)O3)=CC=2)CC1(C)C.C(=O)([O-])[O-].[K+].[K+], predict the reaction product. (3) Given the reactants F[C:2]1[CH:7]=[C:6]([F:8])[CH:5]=[CH:4][C:3]=1[C:9]1[N:14]=[CH:13][N:12]=[C:11]([NH:15][C:16]2[CH:21]=[CH:20][CH:19]=[C:18]([CH2:22][S:23]([CH3:26])(=[O:25])=[O:24])[CH:17]=2)[N:10]=1.[F:27][CH:28]([F:31])[CH2:29][OH:30], predict the reaction product. The product is: [F:27][CH:28]([F:31])[CH2:29][O:30][C:2]1[CH:7]=[C:6]([F:8])[CH:5]=[CH:4][C:3]=1[C:9]1[N:14]=[CH:13][N:12]=[C:11]([NH:15][C:16]2[CH:21]=[CH:20][CH:19]=[C:18]([CH2:22][S:23]([CH3:26])(=[O:25])=[O:24])[CH:17]=2)[N:10]=1. (4) Given the reactants [CH:1]1([O:4][C:5]2[CH:6]=[C:7]([C:15]3[NH:32][C:18]4[CH:19]=[N:20][N:21](COCC[Si](C)(C)C)[C:22](=[O:23])[C:17]=4[C:16]=3[CH2:33][O:34][CH:35]([CH3:37])[CH3:36])[CH:8]=[CH:9][C:10]=2[O:11][CH:12]([F:14])[F:13])[CH2:3][CH2:2]1.C1(OCC2C3C(=O)N(COCC[Si](C)(C)C)N=CC=3NC=2C2C=CC(OC(F)F)=C(OC3CC3)C=2)CCC1, predict the reaction product. The product is: [CH:1]1([O:4][C:5]2[CH:6]=[C:7]([C:15]3[NH:32][C:18]4[CH:19]=[N:20][NH:21][C:22](=[O:23])[C:17]=4[C:16]=3[CH2:33][O:34][CH:35]([CH3:37])[CH3:36])[CH:8]=[CH:9][C:10]=2[O:11][CH:12]([F:13])[F:14])[CH2:2][CH2:3]1. (5) The product is: [C:36]([NH:1][CH2:2][CH2:3][O:4][CH2:5][CH2:6][O:7][CH2:8][CH2:9][O:10][CH2:11][CH2:12][O:13][C:14]1[CH:15]=[C:16]([CH:24]2[O:25][CH2:26][CH2:27][O:28]2)[CH:17]=[C:18]([O:22][CH3:23])[C:19]=1[O:20][CH3:21])([O:38][C:39]([CH3:42])([CH3:41])[CH3:40])=[O:37]. Given the reactants [NH2:1][CH2:2][CH2:3][O:4][CH2:5][CH2:6][O:7][CH2:8][CH2:9][O:10][CH2:11][CH2:12][O:13][C:14]1[CH:15]=[C:16]([CH:24]2[O:28][CH2:27][CH2:26][O:25]2)[CH:17]=[C:18]([O:22][CH3:23])[C:19]=1[O:20][CH3:21].C(N(CC)CC)C.[C:36](O[C:36]([O:38][C:39]([CH3:42])([CH3:41])[CH3:40])=[O:37])([O:38][C:39]([CH3:42])([CH3:41])[CH3:40])=[O:37], predict the reaction product. (6) Given the reactants OO.O.[OH-].[Li+].[CH2:6]([O:26][C@@H:27]([CH2:43][CH3:44])[C:28](N1[C@@H](C)[C@@H](C2C=CC=CC=2)OC1=O)=[O:29])[CH2:7][CH2:8][CH2:9]/[CH:10]=[CH:11]\[CH2:12]/[CH:13]=[CH:14]\[CH2:15]/[CH:16]=[CH:17]\[CH2:18]/[CH:19]=[CH:20]\[CH2:21]/[CH:22]=[CH:23]\[CH2:24][CH3:25].[O-:45]S([O-])=O.[Na+].[Na+].Cl, predict the reaction product. The product is: [CH2:6]([O:26][C@@H:27]([CH2:43][CH3:44])[C:28]([OH:29])=[O:45])[CH2:7][CH2:8][CH2:9]/[CH:10]=[CH:11]\[CH2:12]/[CH:13]=[CH:14]\[CH2:15]/[CH:16]=[CH:17]\[CH2:18]/[CH:19]=[CH:20]\[CH2:21]/[CH:22]=[CH:23]\[CH2:24][CH3:25]. (7) Given the reactants [Cl:1][C:2]1[CH:3]=[C:4]([CH:7]=[C:8]([O:10][C:11]2[C:16](=[O:17])[N:15]([CH2:18][C:19]3[CH:24]=[C:23]([CH:25](O)[CH3:26])[C:22](=[O:28])[NH:21][N:20]=3)[CH:14]=[N:13][C:12]=2[C:29]([F:32])([F:31])[F:30])[CH:9]=1)[C:5]#[N:6].CCN(S(F)(F)[F:39])CC, predict the reaction product. The product is: [Cl:1][C:2]1[CH:3]=[C:4]([CH:7]=[C:8]([O:10][C:11]2[C:16](=[O:17])[N:15]([CH2:18][C:19]3[CH:24]=[C:23]([CH:25]([F:39])[CH3:26])[C:22](=[O:28])[NH:21][N:20]=3)[CH:14]=[N:13][C:12]=2[C:29]([F:31])([F:30])[F:32])[CH:9]=1)[C:5]#[N:6]. (8) Given the reactants Br[C:2]1[CH:21]=[CH:20][C:5]2[N:6]([C:11]3[CH:16]=[CH:15][C:14]([CH2:17][CH2:18][OH:19])=[CH:13][CH:12]=3)[C:7]([CH2:9][CH3:10])=[N:8][C:4]=2[CH:3]=1.[C:22]1(B(O)O)[CH:27]=[CH:26][CH:25]=[CH:24][CH:23]=1.C([O-])([O-])=O.[K+].[K+], predict the reaction product. The product is: [CH2:9]([C:7]1[N:6]([C:11]2[CH:16]=[CH:15][C:14]([CH2:17][CH2:18][OH:19])=[CH:13][CH:12]=2)[C:5]2[CH:20]=[CH:21][C:2]([C:22]3[CH:27]=[CH:26][CH:25]=[CH:24][CH:23]=3)=[CH:3][C:4]=2[N:8]=1)[CH3:10]. (9) Given the reactants [F:1][C:2]1[CH:3]=[C:4]([CH:9]=[C:10]([F:16])[C:11]=1[O:12][CH2:13][C:14]#[CH:15])[C:5]([O:7]C)=[O:6].[OH-].[Na+], predict the reaction product. The product is: [F:1][C:2]1[CH:3]=[C:4]([CH:9]=[C:10]([F:16])[C:11]=1[O:12][CH2:13][C:14]#[CH:15])[C:5]([OH:7])=[O:6]. (10) The product is: [CH2:2]([O:9][C:10]1[CH:19]=[CH:18][CH:17]=[C:16]2[C:11]=1[CH2:12][CH2:13][CH2:14][CH:15]2[C:20]([N:22]([C:29]1[CH:30]=[N:31][C:32]([CH:35]([CH3:37])[CH3:36])=[CH:33][CH:34]=1)[CH2:23][C:24]1[CH:25]=[N:26][N:27]([CH2:39][CH2:40][C:41]2[CH:46]=[CH:45][CH:44]=[CH:43][N:42]=2)[CH:28]=1)=[O:21])[C:3]1[CH:8]=[CH:7][CH:6]=[CH:5][CH:4]=1. Given the reactants Cl.[CH2:2]([O:9][C:10]1[CH:19]=[CH:18][CH:17]=[C:16]2[C:11]=1[CH2:12][CH2:13][CH2:14][CH:15]2[C:20]([N:22]([C:29]1[CH:30]=[N:31][C:32]([CH:35]([CH3:37])[CH3:36])=[CH:33][CH:34]=1)[CH2:23][C:24]1[CH:25]=[N:26][NH:27][CH:28]=1)=[O:21])[C:3]1[CH:8]=[CH:7][CH:6]=[CH:5][CH:4]=1.Cl[CH2:39][CH2:40][C:41]1[CH:46]=[CH:45][CH:44]=[CH:43][N:42]=1, predict the reaction product.